Dataset: Reaction yield outcomes from USPTO patents with 853,638 reactions. Task: Predict the reaction yield, written as a fraction of the theoretical maximum amount of product (1.0 means a 100% yield; for example, 0.34 means a 34% yield). The reactants are [CH3:1][O:2][C@H:3]1[C@@H:7]2[O:8][C:9]([CH3:12])([CH3:11])[O:10][C@@H:6]2[C@@H:5]([C@H:13]([OH:21])[C@@H:14]([NH2:20])[C:15]([O:17][CH2:18][CH3:19])=[O:16])[O:4]1.CN([C:25]1[CH:30]=[CH:29][CH:28]=[CH:27]N=1)C.[CH2:31]([O:38][C:39]([O:41]N1C(=O)CCC1=O)=O)[C:32]1[CH:37]=[CH:36][CH:35]=[CH:34][CH:33]=1.C(N(CC)CC)C.[C:56]([O:59][CH2:60][CH3:61])(=[O:58])C. The catalyst is C(Cl)Cl. The product is [CH3:1][O:2][C@H:3]1[C@@H:7]2[O:8][C:9]([CH3:11])([CH3:12])[O:10][C@@H:6]2[C@H:5]([C@H:13]([O:21][C:39]([O:38][CH2:31][C:32]2[CH:33]=[CH:34][CH:35]=[CH:36][CH:37]=2)=[O:41])[C@@H:14]([NH:20][C:56]([O:59][CH2:60][C:61]2[CH:25]=[CH:30][CH:29]=[CH:28][CH:27]=2)=[O:58])[C:15]([O:17][CH2:18][CH3:19])=[O:16])[O:4]1. The yield is 0.890.